Dataset: Forward reaction prediction with 1.9M reactions from USPTO patents (1976-2016). Task: Predict the product of the given reaction. The product is: [Cl:8][C:6]1[N:5]=[C:4]([C:9]2[CH:14]=[C:13]([Cl:15])[CH:12]=[CH:11][C:10]=2[CH3:16])[N:3]=[C:2]([NH:17][C:18]2[CH:25]=[CH:24][C:21]([CH2:22][OH:23])=[CH:20][CH:19]=2)[N:7]=1. Given the reactants Cl[C:2]1[N:7]=[C:6]([Cl:8])[N:5]=[C:4]([C:9]2[CH:14]=[C:13]([Cl:15])[CH:12]=[CH:11][C:10]=2[CH3:16])[N:3]=1.[NH2:17][C:18]1[CH:25]=[CH:24][C:21]([CH2:22][OH:23])=[CH:20][CH:19]=1, predict the reaction product.